Dataset: Forward reaction prediction with 1.9M reactions from USPTO patents (1976-2016). Task: Predict the product of the given reaction. Given the reactants CS(O[CH2:6][C:7]1[C:8]([Br:13])=[N:9][CH:10]=[CH:11][CH:12]=1)(=O)=O.C(=O)([O-])[O-].[K+].[K+].[NH:20]1[CH:24]=[CH:23][N:22]=[CH:21]1.O, predict the reaction product. The product is: [Br:13][C:8]1[C:7]([CH2:6][N:20]2[CH:24]=[CH:23][N:22]=[CH:21]2)=[CH:12][CH:11]=[CH:10][N:9]=1.